From a dataset of Reaction yield outcomes from USPTO patents with 853,638 reactions. Predict the reaction yield, written as a fraction of the theoretical maximum amount of product (1.0 means a 100% yield; for example, 0.34 means a 34% yield). (1) The reactants are [Cl:1][C:2]1[CH:11]=[C:10]2[C:5]([C:6]([C:29]3[CH:30]=[C:31](OC(=O)C=C)[CH:32]=[CH:33][CH:34]=3)=[C:7]([CH2:13][C:14]([NH:16][C:17]3[C:22]([C:23]([F:26])([F:25])[F:24])=[CH:21][C:20]([F:27])=[CH:19][C:18]=3[OH:28])=[O:15])[C:8](=[O:12])[O:9]2)=[CH:4][C:3]=1[CH3:40]. The catalyst is C1COCC1.C(O)C.[OH-].[Na+]. The product is [Cl:1][C:2]1[CH:11]=[C:10]2[C:5]([C:6]([C:29]3[CH:30]=[C:31](/[CH:6]=[CH:7]/[C:8]([OH:12])=[O:9])[CH:32]=[CH:33][CH:34]=3)=[C:7]([CH2:13][C:14]([NH:16][C:17]3[C:22]([C:23]([F:26])([F:24])[F:25])=[CH:21][C:20]([F:27])=[CH:19][C:18]=3[OH:28])=[O:15])[C:8](=[O:12])[O:9]2)=[CH:4][C:3]=1[CH3:40]. The yield is 0.520. (2) The reactants are N([O-])=O.[Na+].N[C:6]1[CH:11]=[CH:10][C:9]([CH2:12][C:13]([OH:15])=[O:14])=[CH:8][CH:7]=1.Cl.[O:17]([CH2:21][CH3:22])[C:18]([S-:20])=[S:19].[K+].C(=O)([O-])[O-].[Na+].[Na+]. The catalyst is O. The product is [CH2:21]([O:17][C:18]([S:20][C:6]1[CH:11]=[CH:10][C:9]([CH2:12][C:13]([OH:15])=[O:14])=[CH:8][CH:7]=1)=[S:19])[CH3:22]. The yield is 0.730. (3) The reactants are [NH:1]1[CH2:6][CH2:5][CH:4]([CH2:7][OH:8])[CH2:3][CH2:2]1.C([O-])([O-])=O.[K+].[K+].Br[CH2:16][CH2:17][CH2:18][C:19]([O:21][CH2:22][C:23]([Cl:26])([Cl:25])[Cl:24])=[O:20]. The catalyst is CC(C)=O. The product is [Cl:24][C:23]([Cl:25])([Cl:26])[CH2:22][O:21][C:19](=[O:20])[CH2:18][CH2:17][CH2:16][N:1]1[CH2:6][CH2:5][CH:4]([CH2:7][OH:8])[CH2:3][CH2:2]1. The yield is 0.941. (4) The reactants are [Br:1][C:2]1[CH:3]=[CH:4][C:5]([O:9][C:10]2[CH:15]=[CH:14][CH:13]=[CH:12][C:11]=2[C:16]([CH3:19])([CH3:18])[CH3:17])=[C:6]([CH:8]=1)[NH2:7].[N:20]([C:23]1[CH:28]=[CH:27][C:26]([CH3:29])=[CH:25][CH:24]=1)=[C:21]=[O:22].CN(C)CCN. The catalyst is C1COCC1.Cl. The product is [Br:1][C:2]1[CH:3]=[CH:4][C:5]([O:9][C:10]2[CH:15]=[CH:14][CH:13]=[CH:12][C:11]=2[C:16]([CH3:19])([CH3:18])[CH3:17])=[C:6]([NH:7][C:21]([NH:20][C:23]2[CH:28]=[CH:27][C:26]([CH3:29])=[CH:25][CH:24]=2)=[O:22])[CH:8]=1. The yield is 0.950. (5) The reactants are [C:1]([O:5][N:6]=[C:7]1[C:16]2[C:11](=[CH:12][CH:13]=[C:14]([OH:17])[CH:15]=2)[O:10][C:9]([C:18]2[N:19]=[CH:20][C:21]3[N:22]([CH:24]=[CH:25][CH:26]=3)[CH:23]=2)=[CH:8]1)([CH3:4])([CH3:3])[CH3:2].Cl.Cl[CH2:29][CH2:30][N:31]1[CH2:36][CH2:35][O:34][CH2:33][CH2:32]1. No catalyst specified. The product is [C:1]([O:5][N:6]=[C:7]1[C:16]2[C:11](=[CH:12][CH:13]=[C:14]([O:17][CH2:29][CH2:30][N:31]3[CH2:36][CH2:35][O:34][CH2:33][CH2:32]3)[CH:15]=2)[O:10][C:9]([C:18]2[N:19]=[CH:20][C:21]3[N:22]([CH:24]=[CH:25][CH:26]=3)[CH:23]=2)=[CH:8]1)([CH3:4])([CH3:2])[CH3:3]. The yield is 0.680. (6) The reactants are [CH3:1][C@H:2]([NH:11][CH3:12])[C@@H:3]([OH:10])[C:4]1[CH:9]=[CH:8][CH:7]=[CH:6][CH:5]=1.C(N(CC)CC)C.[Cl:20][CH2:21][CH2:22][CH2:23][CH2:24][C:25](Cl)=[O:26].O. The catalyst is C1COCC1. The product is [Cl:20][CH2:21][CH2:22][CH2:23][CH2:24][C:25]([N:11]([C@@H:2]([CH3:1])[C@@H:3]([OH:10])[C:4]1[CH:9]=[CH:8][CH:7]=[CH:6][CH:5]=1)[CH3:12])=[O:26]. The yield is 0.930. (7) The reactants are [Cl:1][C:2]1[CH:7]=[CH:6][C:5]([C@:8]2(O)[CH2:13][CH2:12][N:11]([C:14]([O:16][CH2:17][CH3:18])=[O:15])[CH2:10][C:9]2([CH3:20])[CH3:19])=[CH:4][CH:3]=1.S(=O)(=O)(O)[OH:23].[C:27](#[N:29])[CH3:28]. No catalyst specified. The product is [C:27]([NH:29][C:8]1([C:5]2[CH:6]=[CH:7][C:2]([Cl:1])=[CH:3][CH:4]=2)[CH2:13][CH2:12][N:11]([C:14]([O:16][CH2:17][CH3:18])=[O:15])[CH2:10][C:9]1([CH3:20])[CH3:19])(=[O:23])[CH3:28]. The yield is 0.672. (8) The reactants are [CH3:1][O:2][CH2:3][CH:4]([NH:6][C:7]([C:9]1[CH:10]=[C:11]([C:16]2[CH:21]=[CH:20][C:19]([CH3:22])=[CH:18][CH:17]=2)[CH:12]=[C:13](I)[CH:14]=1)=[O:8])[CH3:5].[Li+].[Cl-].CCN(C(C)C)C(C)C.[C:34](OC(=O)C)(=[O:36])[CH3:35]. The catalyst is CN(C=O)C.CCOC(C)=O.C1C=CC(/C=C/C(/C=C/C2C=CC=CC=2)=O)=CC=1.C1C=CC(/C=C/C(/C=C/C2C=CC=CC=2)=O)=CC=1.C1C=CC(/C=C/C(/C=C/C2C=CC=CC=2)=O)=CC=1.[Pd].[Pd]. The product is [CH3:1][O:2][CH2:3][CH:4]([NH:6][C:7]([C:9]1[CH:10]=[C:11]([C:16]2[CH:21]=[CH:20][C:19]([CH3:22])=[CH:18][CH:17]=2)[CH:12]=[C:13]([C:34](=[O:36])[CH3:35])[CH:14]=1)=[O:8])[CH3:5]. The yield is 0.750. (9) The reactants are [OH:1][CH2:2][CH:3]([N:8]([S:19]([C:22]1[CH:27]=[CH:26][C:25]([O:28][CH3:29])=[CH:24][CH:23]=1)(=[O:21])=[O:20])[CH2:9][C:10]1[CH:15]=[CH:14][CH:13]=[CH:12][C:11]=1[N+:16]([O-])=O)[C:4]([O:6][CH3:7])=[O:5].C([O-])=O.[NH4+].C(OCC)(=O)C. The catalyst is C(O)C.[Pd]. The product is [NH2:16][C:11]1[CH:12]=[CH:13][CH:14]=[CH:15][C:10]=1[CH2:9][N:8]([S:19]([C:22]1[CH:23]=[CH:24][C:25]([O:28][CH3:29])=[CH:26][CH:27]=1)(=[O:21])=[O:20])[CH:3]([CH2:2][OH:1])[C:4]([O:6][CH3:7])=[O:5]. The yield is 0.470.